This data is from Reaction yield outcomes from USPTO patents with 853,638 reactions. The task is: Predict the reaction yield, written as a fraction of the theoretical maximum amount of product (1.0 means a 100% yield; for example, 0.34 means a 34% yield). (1) The reactants are [C:1]([CH2:3][N:4]1[C:13]2[C:8](=[N:9][CH:10]=[C:11]([CH2:14][C:15]3[CH:20]=[CH:19][C:18]([F:21])=[CH:17][CH:16]=3)[CH:12]=2)[C:7]([OH:22])=[C:6]([C:23](OCC)=[O:24])[C:5]1=[O:28])#[N:2].[CH3:29][O:30][CH2:31][CH2:32][NH2:33]. No catalyst specified. The product is [C:1]([CH2:3][N:4]1[C:13]2[C:8](=[N:9][CH:10]=[C:11]([CH2:14][C:15]3[CH:16]=[CH:17][C:18]([F:21])=[CH:19][CH:20]=3)[CH:12]=2)[C:7]([OH:22])=[C:6]([C:23]([NH:33][CH2:32][CH2:31][O:30][CH3:29])=[O:24])[C:5]1=[O:28])#[N:2]. The yield is 0.400. (2) The reactants are [C:1]([C:5]1[CH:10]=[C:9]([C:11]([CH3:14])([CH3:13])[CH3:12])[CH:8]=[C:7]([NH2:15])[C:6]=1[OH:16])([CH3:4])([CH3:3])[CH3:2].[BH3-][C:18]#N.[Na+].C=O. The catalyst is CO. The product is [C:1]([C:5]1[CH:10]=[C:9]([C:11]([CH3:14])([CH3:13])[CH3:12])[CH:8]=[C:7]([NH:15][CH3:18])[C:6]=1[OH:16])([CH3:4])([CH3:2])[CH3:3]. The yield is 0.150. (3) The reactants are [CH:1]1([C:4]2[C:5]([O:20][CH2:21][CH:22]3[CH2:24][CH2:23]3)=[CH:6][C:7]([C:10]([NH:12][C:13]([CH2:18][OH:19])([CH2:16][CH3:17])[CH2:14][CH3:15])=O)=[N:8][CH:9]=2)[CH2:3][CH2:2]1.CC[N+](S(N=C(OC)[O-])(=O)=O)(CC)CC. The catalyst is C1COCC1. The product is [CH:1]1([C:4]2[C:5]([O:20][CH2:21][CH:22]3[CH2:24][CH2:23]3)=[CH:6][C:7]([C:10]3[O:19][CH2:18][C:13]([CH2:14][CH3:15])([CH2:16][CH3:17])[N:12]=3)=[N:8][CH:9]=2)[CH2:3][CH2:2]1. The yield is 0.620. (4) The reactants are C(O[CH:4]([O:13][CH2:14][CH3:15])[C:5]1[CH:6]=[C:7]([CH2:11][OH:12])[CH:8]=[CH:9][CH:10]=1)C.ClC1C=[CH:21][C:20]([C:23]([F:26])([F:25])[F:24])=[CH:19][N:18]=1.[H-].[Na+]. The catalyst is CN(C=O)C. The product is [F:24][C:23]([F:26])([F:25])[C:20]1[CH:21]=[CH:15][C:14]([O:13][CH2:4][C:5]2[CH:6]=[C:7]([CH:8]=[CH:9][CH:10]=2)[CH:11]=[O:12])=[N:18][CH:19]=1. The yield is 0.980. (5) The reactants are [Br:1][C:2]1[C:7]([NH2:8])=[CH:6][CH:5]=[CH:4][N:3]=1.[CH3:9][C:10]([O:13][C:14](O[C:14]([O:13][C:10]([CH3:12])([CH3:11])[CH3:9])=[O:15])=[O:15])([CH3:12])[CH3:11].C([O-])([O-])=O.[K+].[K+].CO. The catalyst is C1COCC1.CN(C1C=CN=CC=1)C. The product is [Br:1][C:2]1[C:7]([NH:8][C:14](=[O:15])[O:13][C:10]([CH3:12])([CH3:11])[CH3:9])=[CH:6][CH:5]=[CH:4][N:3]=1. The yield is 0.507. (6) The reactants are [C:1]([O:5][C:6]([N:8]1[CH2:12][CH2:11][CH:10]([C:13]([OH:15])=O)[CH2:9]1)=[O:7])([CH3:4])([CH3:3])[CH3:2].Cl.Cl.[CH3:18]N(C)CCCN=C=NCC.[OH:29][N:30]1[C:34]2C=CC=CC=2N=N1.C(N(C(C)C)CC)(C)C. The catalyst is CN(C=O)C. The product is [C:1]([O:5][C:6]([N:8]1[CH2:12][CH2:11][CH:10]([C:13](=[O:15])[N:30]([O:29][CH3:18])[CH3:34])[CH2:9]1)=[O:7])([CH3:2])([CH3:3])[CH3:4]. The yield is 0.720. (7) The reactants are [Si:1]([O:8][C@H:9]([C@H:17]([O:20][Si:21]([C:24]([CH3:27])([CH3:26])[CH3:25])([CH3:23])[CH3:22])[CH:18]=O)[CH2:10][CH2:11][CH2:12][C:13]([O:15][CH3:16])=[O:14])([C:4]([CH3:7])([CH3:6])[CH3:5])([CH3:3])[CH3:2].[CH:28]([I:31])(I)I. The catalyst is C1COCC1.[Cl-].[Cr+3].[Cl-].[Cl-]. The product is [Si:1]([O:8][C@H:9]([C@H:17]([O:20][Si:21]([C:24]([CH3:25])([CH3:27])[CH3:26])([CH3:22])[CH3:23])/[CH:18]=[CH:28]/[I:31])[CH2:10][CH2:11][CH2:12][C:13]([O:15][CH3:16])=[O:14])([C:4]([CH3:5])([CH3:7])[CH3:6])([CH3:3])[CH3:2]. The yield is 0.400.